Task: Predict the reactants needed to synthesize the given product.. Dataset: Full USPTO retrosynthesis dataset with 1.9M reactions from patents (1976-2016) (1) Given the product [O:5]1[CH2:9][CH2:8][CH:7]([CH2:10][NH:11][C:12]([C:14]2[C:18]([CH2:19][OH:20])=[C:17]([CH2:21][O:22][CH2:23][C:24]3[CH:33]=[CH:32][C:31]4[C:26](=[CH:27][CH:28]=[CH:29][CH:30]=4)[CH:25]=3)[O:16][N:15]=2)=[O:13])[CH2:6]1, predict the reactants needed to synthesize it. The reactants are: [BH4-].[Na+].CO.[O:5]1[CH2:9][CH2:8][CH:7]([CH2:10][NH:11][C:12]([C:14]2[C:18]([CH:19]=[O:20])=[C:17]([CH2:21][O:22][CH2:23][C:24]3[CH:33]=[CH:32][C:31]4[C:26](=[CH:27][CH:28]=[CH:29][CH:30]=4)[CH:25]=3)[O:16][N:15]=2)=[O:13])[CH2:6]1. (2) Given the product [Cl:1][C:2]1[CH:3]=[CH:4][C:5]([O:34][CH:35]([F:37])[F:36])=[C:6]([C:8]2[C:12]([NH:13][C:14]([C:16]3[CH:17]=[N:18][N:19]4[CH:24]=[CH:23][CH:22]=[N:21][C:20]=34)=[O:15])=[CH:11][N:10]([CH2:25][CH:26]=[C:27]3[CH2:28][CH2:29][CH:30]([NH:42][CH2:41][CH2:40][C:39]#[N:38])[CH2:31][CH2:32]3)[N:9]=2)[CH:7]=1, predict the reactants needed to synthesize it. The reactants are: [Cl:1][C:2]1[CH:3]=[CH:4][C:5]([O:34][CH:35]([F:37])[F:36])=[C:6]([C:8]2[C:12]([NH:13][C:14]([C:16]3[CH:17]=[N:18][N:19]4[CH:24]=[CH:23][CH:22]=[N:21][C:20]=34)=[O:15])=[CH:11][N:10]([CH2:25][CH:26]=[C:27]3[CH2:32][CH2:31][C:30](=O)[CH2:29][CH2:28]3)[N:9]=2)[CH:7]=1.[NH2:38][CH2:39][CH2:40][C:41]#[N:42].[BH3-]C#N.[Na+]. (3) Given the product [CH2:18]([O:17][C:15]1[CH:14]=[CH:13][C:11]2[N:12]=[C:8]([S:5]([NH2:4])(=[O:7])=[O:6])[S:9][C:10]=2[CH:16]=1)[C:19]#[CH:20], predict the reactants needed to synthesize it. The reactants are: CN(C)C=[N:4][S:5]([C:8]1[S:9][C:10]2[CH:16]=[C:15]([O:17][CH2:18][C:19]#[CH:20])[CH:14]=[CH:13][C:11]=2[N:12]=1)(=[O:7])=[O:6].N. (4) The reactants are: [N+:1]([C:4]1[CH:5]=[C:6]([CH2:10][C:11]([OH:13])=O)[CH:7]=[CH:8][CH:9]=1)([O-:3])=[O:2].C1N=CN(C(N2C=NC=C2)=O)C=1.C(N(CC)CC)C.Cl.[NH:34]1[CH2:37][CH:36]([OH:38])[CH2:35]1. Given the product [OH:38][CH:36]1[CH2:37][N:34]([C:11](=[O:13])[CH2:10][C:6]2[CH:7]=[CH:8][CH:9]=[C:4]([N+:1]([O-:3])=[O:2])[CH:5]=2)[CH2:35]1, predict the reactants needed to synthesize it. (5) Given the product [Si:1]([O:8][CH2:9][C:10]1[CH:15]=[CH:14][N:13]=[C:12]([C:21]#[N:22])[CH:11]=1)([C:4]([CH3:7])([CH3:6])[CH3:5])([CH3:3])[CH3:2], predict the reactants needed to synthesize it. The reactants are: [Si:1]([O:8][CH2:9][C:10]1[CH:15]=[CH:14][N+:13]([O-])=[CH:12][CH:11]=1)([C:4]([CH3:7])([CH3:6])[CH3:5])([CH3:3])[CH3:2].[Si]([C:21]#[N:22])(C)(C)C.C([O-])([O-])=O.[K+].[K+]. (6) Given the product [CH:1]([O:4][C:5]([N:7]1[CH2:12][CH2:11][CH:10]([O:13][C:14]2[C:19]([CH3:20])=[C:18]([NH:21][C:22]3[CH:23]=[N:24][C:25]([N:30]4[CH2:35][CH2:34][O:33][CH2:32][CH2:31]4)=[CH:26][C:27]=3[CH3:28])[N:17]=[CH:16][N:15]=2)[CH2:9][CH2:8]1)=[O:6])([CH3:3])[CH3:2], predict the reactants needed to synthesize it. The reactants are: [CH:1]([O:4][C:5]([N:7]1[CH2:12][CH2:11][CH:10]([O:13][C:14]2[C:19]([CH3:20])=[C:18]([NH:21][C:22]3[CH:23]=[N:24][C:25](Cl)=[CH:26][C:27]=3[CH3:28])[N:17]=[CH:16][N:15]=2)[CH2:9][CH2:8]1)=[O:6])([CH3:3])[CH3:2].[NH:30]1[CH2:35][CH2:34][O:33][CH2:32][CH2:31]1. (7) Given the product [F:26][C:23]1[CH:22]=[CH:21][C:20]([CH:18]=[CH:17][N:6]2[C:7]3[CH:8]=[CH:9][C:10]([CH3:16])=[CH:11][C:12]=3[C:13]3[CH2:14][CH2:15][N:2]([CH3:1])[CH2:3][CH2:4][C:5]2=3)=[CH:25][CH:24]=1, predict the reactants needed to synthesize it. The reactants are: [CH3:1][N:2]1[CH2:15][CH2:14][C:13]2[C:12]3[CH:11]=[C:10]([CH3:16])[CH:9]=[CH:8][C:7]=3[N:6]([CH2:17][CH:18]([C:20]3[CH:25]=[CH:24][C:23]([F:26])=[CH:22][CH:21]=3)O)[C:5]=2[CH2:4][CH2:3]1.C(N(CC)CC)C.CS(Cl)(=O)=O.[OH-].[K+]. (8) Given the product [CH3:1][O:2][C:3]1[CH:4]=[C:5]2[C:10](=[CH:11][C:12]=1[O:13][CH3:14])[N:9]=[CH:8][CH:7]=[C:6]2[O:15][C:16]1[CH:26]=[CH:25][C:24]([O:27][CH3:28])=[CH:23][C:17]=1[C:18]([OH:20])=[O:19], predict the reactants needed to synthesize it. The reactants are: [CH3:1][O:2][C:3]1[CH:4]=[C:5]2[C:10](=[CH:11][C:12]=1[O:13][CH3:14])[N:9]=[CH:8][CH:7]=[C:6]2[O:15][C:16]1[CH:26]=[CH:25][C:24]([O:27][CH3:28])=[CH:23][C:17]=1[C:18]([O:20]CC)=[O:19].[OH-].[Li+].C(O)C. (9) Given the product [CH3:1][N:2]1[C:10]2[C:9]([O:11][C:12]3[CH:13]=[C:14]([NH:15][C:26](=[O:33])[C:27]4[CH:32]=[CH:31][CH:30]=[CH:29][CH:28]=4)[CH:16]=[CH:17][CH:18]=3)=[N:8][CH:7]=[N:6][C:5]=2[CH:4]=[CH:3]1, predict the reactants needed to synthesize it. The reactants are: [CH3:1][N:2]1[C:10]2[C:9]([O:11][C:12]3[CH:13]=[C:14]([CH:16]=[CH:17][CH:18]=3)[NH2:15])=[N:8][CH:7]=[N:6][C:5]=2[CH:4]=[CH:3]1.C(N(CC)CC)C.[C:26](Cl)(=[O:33])[C:27]1[CH:32]=[CH:31][CH:30]=[CH:29][CH:28]=1.